Dataset: Reaction yield outcomes from USPTO patents with 853,638 reactions. Task: Predict the reaction yield, written as a fraction of the theoretical maximum amount of product (1.0 means a 100% yield; for example, 0.34 means a 34% yield). (1) The catalyst is CO.[Pd]. The reactants are C([N:8]([C:16]1[CH:21]=[CH:20][C:19]([CH2:22][CH2:23][CH:24]([CH2:29][CH2:30][CH2:31][C:32]2[CH:37]=[CH:36][CH:35]=[CH:34][CH:33]=2)[C:25]([O:27][CH3:28])=[O:26])=[CH:18][CH:17]=1)CC1C=CC=CC=1)C1C=CC=CC=1. The product is [NH2:8][C:16]1[CH:17]=[CH:18][C:19]([CH2:22][CH2:23][CH:24]([CH2:29][CH2:30][CH2:31][C:32]2[CH:33]=[CH:34][CH:35]=[CH:36][CH:37]=2)[C:25]([O:27][CH3:28])=[O:26])=[CH:20][CH:21]=1. The yield is 0.920. (2) The reactants are [NH:1]1[CH:5]=[C:4]([C:6]([O:8][CH2:9][CH3:10])=[O:7])[CH:3]=[N:2]1.CN(C=O)C.C([O-])([O-])=O.[K+].[K+].Br[CH2:23][CH2:24][O:25][CH3:26]. The catalyst is O. The product is [CH3:26][O:25][CH2:24][CH2:23][N:1]1[CH:5]=[C:4]([C:6]([O:8][CH2:9][CH3:10])=[O:7])[CH:3]=[N:2]1. The yield is 0.790. (3) The reactants are [NH2:1][CH2:2][C@@H:3]1[C@@H:11]([C@@:12]2([CH3:21])[CH2:17][CH2:16][C@H:15]([OH:18])[CH2:14][C@@H:13]2[CH2:19][OH:20])[CH2:10][CH2:9][C:8]2[C:7]([CH3:23])([CH3:22])[CH2:6][CH2:5][C:4]1=2.C[SH-][C:26](=[N:30][CH3:31])[NH:27][C:28]#[N:29]. The catalyst is CN(C=O)C.CCOC(C)=O.[Cl-].[Na+].O.C(S([O-])(=O)=O)(F)(F)F.[Ag+]. The product is [C:28](/[N:27]=[C:26](\[NH:30][CH3:31])/[NH:1][CH2:2][C@@H:3]1[C@@H:11]([C@@:12]2([CH3:21])[CH2:17][CH2:16][C@H:15]([OH:18])[CH2:14][C@@H:13]2[CH2:19][OH:20])[CH2:10][CH2:9][C:8]2[C:7]([CH3:23])([CH3:22])[CH2:6][CH2:5][C:4]1=2)#[N:29]. The yield is 0.640. (4) The reactants are [N:1]1[CH:6]=[CH:5][CH:4]=[C:3]([CH:7]=[C:8]2[C:13](=[O:14])[CH:12]3[CH2:15][CH2:16][N:9]2[CH2:10][CH2:11]3)[CH:2]=1.[BH4-].[Na+].CC(C)=O.[BH4-]. The catalyst is CO. The product is [N:1]1[CH:6]=[CH:5][CH:4]=[C:3]([CH:7]=[C:8]2[CH:13]([OH:14])[CH:12]3[CH2:11][CH2:10][N:9]2[CH2:16][CH2:15]3)[CH:2]=1. The yield is 1.00. (5) The reactants are [OH:1][C@H:2]1[CH2:19][C@:5]2([C:20]3[CH:21]=[C:22]([C:26]4[CH:31]=[CH:30][CH:29]=[C:28]([O:32][CH3:33])[CH:27]=4)[CH:23]=[CH:24][CH:25]=3)[N:6]=[C:7]([NH:10][C:11](=[O:18])[C:12]3[CH:17]=[CH:16][CH:15]=[CH:14][CH:13]=3)[S:8][CH2:9][C@@H:4]2[CH2:3]1.Cl[CH2:35][O:36][CH3:37].C(N(C(C)C)CC)(C)C. The catalyst is ClCCl. The product is [CH3:33][O:32][C:28]1[CH:27]=[C:26]([C:22]2[CH:23]=[CH:24][CH:25]=[C:20]([C@:5]34[CH2:19][C@H:2]([O:1][CH2:35][O:36][CH3:37])[CH2:3][C@H:4]3[CH2:9][S:8][C:7]([NH:10][C:11](=[O:18])[C:12]3[CH:13]=[CH:14][CH:15]=[CH:16][CH:17]=3)=[N:6]4)[CH:21]=2)[CH:31]=[CH:30][CH:29]=1. The yield is 0.930. (6) The reactants are C(Cl)(=O)C(Cl)=O.[CH:7]([S:10][C:11]1[CH:19]=[CH:18][C:17]([N+:20]([O-:22])=[O:21])=[CH:16][C:12]=1[C:13](O)=[O:14])([CH3:9])[CH3:8].Cl.CN.[N:26]1C=CC=C[CH:27]=1. The catalyst is C(Cl)Cl.CN(C=O)C. The product is [CH:7]([S:10][C:11]1[CH:19]=[CH:18][C:17]([N+:20]([O-:22])=[O:21])=[CH:16][C:12]=1[C:13]([NH:26][CH3:27])=[O:14])([CH3:9])[CH3:8]. The yield is 0.820. (7) The reactants are CC1C=CC2C=CC3C=CC(C)=NC=3C=2N=1.[CH2:17]([O:22][C:23](=[O:32])[C:24]1[C:29](I)=[CH:28][N:27]=[C:26]([NH2:31])[CH:25]=1)[CH2:18][CH2:19][CH2:20][CH3:21].[N:33]1([S:39]([C:42]2[CH:47]=[CH:46][C:45]([SH:48])=[CH:44][CH:43]=2)(=[O:41])=[O:40])[CH2:38][CH2:37][CH2:36][CH2:35][CH2:34]1.CC(C)([O-])C.[Na+]. The catalyst is C1(C)C=CC=CC=1.[Cu](I)I. The product is [CH2:17]([O:22][C:23](=[O:32])[C:24]1[C:29]([S:48][C:45]2[CH:44]=[CH:43][C:42]([S:39]([N:33]3[CH2:38][CH2:37][CH2:36][CH2:35][CH2:34]3)(=[O:40])=[O:41])=[CH:47][CH:46]=2)=[CH:28][N:27]=[C:26]([NH2:31])[CH:25]=1)[CH2:18][CH2:19][CH2:20][CH3:21]. The yield is 0.560. (8) The reactants are [N:1]1([C:7]2[CH:12]=[CH:11][C:10]([NH:13][C:14]([C:16]3[N:17]=[C:18]([C:25]4[CH:30]=[CH:29][CH:28]=[CH:27][CH:26]=4)[O:19][C:20]=3[C:21]([F:24])([F:23])[F:22])=[O:15])=[CH:9][CH:8]=2)[CH2:6][CH2:5][NH:4][CH2:3][CH2:2]1.[NH:31]1[C:35]([CH:36]2[CH2:41][CH2:40][CH:39]([C:42](O)=[O:43])[CH2:38][CH2:37]2)=[N:34][N:33]=[N:32]1.Cl.C(N=C=NCCCN(C)C)C. The catalyst is CN(C1C=CN=CC=1)C.CN(C=O)C.O. The product is [NH:34]1[C:35]([CH:36]2[CH2:37][CH2:38][CH:39]([C:42]([N:4]3[CH2:5][CH2:6][N:1]([C:7]4[CH:12]=[CH:11][C:10]([NH:13][C:14]([C:16]5[N:17]=[C:18]([C:25]6[CH:30]=[CH:29][CH:28]=[CH:27][CH:26]=6)[O:19][C:20]=5[C:21]([F:22])([F:24])[F:23])=[O:15])=[CH:9][CH:8]=4)[CH2:2][CH2:3]3)=[O:43])[CH2:40][CH2:41]2)=[N:31][N:32]=[N:33]1. The yield is 0.490. (9) The reactants are [Cl:1][C:2]1[C:3]([C:13]#[N:14])=[CH:4][C:5]([O:11][CH3:12])=[C:6]([CH:10]=1)[C:7](O)=[O:8].C1COCC1.B.CSC. The catalyst is O. The product is [Cl:1][C:2]1[CH:10]=[C:6]([CH2:7][OH:8])[C:5]([O:11][CH3:12])=[CH:4][C:3]=1[C:13]#[N:14]. The yield is 0.770.